From a dataset of Forward reaction prediction with 1.9M reactions from USPTO patents (1976-2016). Predict the product of the given reaction. (1) Given the reactants [C:1]([NH:4][CH2:5][CH2:6][C:7]1[N:16]=[C:15]([C:17]([OH:19])=O)[C:14]2[C:9](=[CH:10][CH:11]=[CH:12][CH:13]=2)[N:8]=1)(=[O:3])[CH3:2].Cl.[OH:21][C:22]1[C:31]([O:32][CH3:33])=[CH:30][CH:29]=[C:28]2[C:23]=1[CH2:24][CH2:25][NH:26][CH2:27]2, predict the reaction product. The product is: [C:1]([NH:4][CH2:5][CH2:6][C:7]1[N:16]=[C:15]([C:17]([N:26]2[CH2:25][CH2:24][C:23]3[C:28](=[CH:29][CH:30]=[C:31]([O:32][CH3:33])[C:22]=3[OH:21])[CH2:27]2)=[O:19])[C:14]2[C:9](=[CH:10][CH:11]=[CH:12][CH:13]=2)[N:8]=1)(=[O:3])[CH3:2]. (2) Given the reactants [Br:1][C:2]1[CH:3]=[CH:4][C:5]2[O:14][C:13]3[C:12](=[O:15])[NH:11][C:10]([CH2:16][N:17]4[CH2:21][CH2:20][CH:19]([C:22]([OH:24])=[O:23])[CH2:18]4)=[N:9][C:8]=3[C:6]=2[CH:7]=1.[CH2:25](O)[CH3:26], predict the reaction product. The product is: [Br:1][C:2]1[CH:3]=[CH:4][C:5]2[O:14][C:13]3[C:12](=[O:15])[NH:11][C:10]([CH2:16][N:17]4[CH2:21][CH2:20][CH:19]([C:22]([O:24][CH2:25][CH3:26])=[O:23])[CH2:18]4)=[N:9][C:8]=3[C:6]=2[CH:7]=1. (3) Given the reactants ClCCl.Cl.[NH2:5][C@H:6]([C:9]([O:11][CH3:12])=[O:10])[CH2:7]O.[C:13](Cl)(=[O:20])[C:14]1[CH:19]=[CH:18][CH:17]=[CH:16][CH:15]=1, predict the reaction product. The product is: [C:14]1([C:13]([NH:5][C:6](=[CH2:7])[C:9]([O:11][CH3:12])=[O:10])=[O:20])[CH:19]=[CH:18][CH:17]=[CH:16][CH:15]=1. (4) Given the reactants [CH:1]1([C:4]2[CH:5]=[C:6]3[C:45]([C:46](=[O:49])[NH:47][CH3:48])=[C:44]([C:50]4[CH:55]=[CH:54][C:53]([CH3:56])=[CH:52][CH:51]=4)[O:43][C:7]3=[N:8][C:9]=2[N:10]([CH2:15][CH2:16][CH2:17][C@H:18]([CH3:42])[C:19]([O:21][CH2:22][O:23][P:24]([O:34]CC2C=CC=CC=2)([O:26]CC2C=CC=CC=2)=[O:25])=[O:20])[S:11]([CH3:14])(=[O:13])=[O:12])[CH2:3][CH2:2]1.C([O-])(O)=O.[Na+], predict the reaction product. The product is: [CH:1]1([C:4]2[CH:5]=[C:6]3[C:45]([C:46](=[O:49])[NH:47][CH3:48])=[C:44]([C:50]4[CH:55]=[CH:54][C:53]([CH3:56])=[CH:52][CH:51]=4)[O:43][C:7]3=[N:8][C:9]=2[N:10]([CH2:15][CH2:16][CH2:17][C@H:18]([CH3:42])[C:19]([O:21][CH2:22][O:23][P:24]([OH:26])([OH:34])=[O:25])=[O:20])[S:11]([CH3:14])(=[O:12])=[O:13])[CH2:2][CH2:3]1.